This data is from Forward reaction prediction with 1.9M reactions from USPTO patents (1976-2016). The task is: Predict the product of the given reaction. Given the reactants [CH:1]1([N:9]2[C:12](=[O:13])[C:11]([CH3:15])([CH3:14])[NH:10]2)[CH2:8][CH2:7][CH2:6][CH2:5][CH2:4][CH2:3][CH2:2]1.[Cl:16][C:17]1[C:24]([Cl:25])=[CH:23][CH:22]=[CH:21][C:18]=1[CH2:19]Br, predict the reaction product. The product is: [CH:1]1([N:9]2[C:12](=[O:13])[C:11]([CH3:15])([CH3:14])[N:10]2[CH2:19][C:18]2[CH:21]=[CH:22][CH:23]=[C:24]([Cl:25])[C:17]=2[Cl:16])[CH2:8][CH2:7][CH2:6][CH2:5][CH2:4][CH2:3][CH2:2]1.